Dataset: Forward reaction prediction with 1.9M reactions from USPTO patents (1976-2016). Task: Predict the product of the given reaction. (1) Given the reactants [F:1][C:2]1[CH:3]=[CH:4][C:5]2[N:6]([C:8]([C:11]3[N:16]=[C:15](O)[C:14]([C:18]#[N:19])=[CH:13][N:12]=3)=[CH:9][N:10]=2)[CH:7]=1.O.[OH-].[Na+].P(Cl)(Cl)([Cl:25])=O, predict the reaction product. The product is: [Cl:25][C:15]1[C:14]([C:18]#[N:19])=[CH:13][N:12]=[C:11]([C:8]2[N:6]3[CH:7]=[C:2]([F:1])[CH:3]=[CH:4][C:5]3=[N:10][CH:9]=2)[N:16]=1. (2) Given the reactants [Cl:1][C:2]1[C:3]([CH3:10])=[N+:4]([O-:9])[CH:5]=[C:6]([CH3:8])[CH:7]=1.[N+:11]([O-])([OH:13])=[O:12].C(=O)([O-])[O-].[NH4+].[NH4+], predict the reaction product. The product is: [Cl:1][C:2]1[C:3]([CH3:10])=[N+:4]([O-:9])[CH:5]=[C:6]([CH3:8])[C:7]=1[N+:11]([O-:13])=[O:12]. (3) Given the reactants [C:1]([C:3]1([C:16]2[CH:21]=[CH:20][CH:19]=[C:18]([C:22]3[CH:23]=[N:24][N:25]([CH3:27])[CH:26]=3)[CH:17]=2)[CH2:8][CH2:7][N:6]([C:9]([O:11][C:12]([CH3:15])([CH3:14])[CH3:13])=[O:10])[CH2:5][CH2:4]1)#[N:2], predict the reaction product. The product is: [NH2:2][CH2:1][C:3]1([C:16]2[CH:21]=[CH:20][CH:19]=[C:18]([C:22]3[CH:23]=[N:24][N:25]([CH3:27])[CH:26]=3)[CH:17]=2)[CH2:4][CH2:5][N:6]([C:9]([O:11][C:12]([CH3:15])([CH3:14])[CH3:13])=[O:10])[CH2:7][CH2:8]1.